Predict which catalyst facilitates the given reaction. From a dataset of Catalyst prediction with 721,799 reactions and 888 catalyst types from USPTO. Reactant: [C:1]([O:14][C@H:15]([CH2:41][O:42][C:43](=[O:55])[CH2:44][CH2:45][CH2:46][CH2:47][CH2:48][CH2:49][CH2:50][CH2:51][CH2:52][CH2:53][CH3:54])[CH2:16][S:17][CH2:18][C@@H:19]([C:38](O)=[O:39])[NH:20][C:21](=[O:37])[O:22][CH2:23][CH:24]1[C:36]2[CH:35]=[CH:34][CH:33]=[CH:32][C:31]=2[C:30]2[C:25]1=[CH:26][CH:27]=[CH:28][CH:29]=2)(=[O:13])[CH2:2][CH2:3][CH2:4][CH2:5][CH2:6][CH2:7][CH2:8][CH2:9][CH2:10][CH2:11][CH3:12].Cl.[NH2:57][CH2:58][CH2:59][CH2:60][C:61]([P:64](=[O:71])([O:68][CH2:69][CH3:70])[O:65][CH2:66][CH3:67])([F:63])[F:62].CCN(C(C)C)C(C)C.CN(C(ON1N=NC2C=CC=CC1=2)=[N+](C)C)C.F[P-](F)(F)(F)(F)F. Product: [CH:35]1[C:36]2[CH:24]([CH2:23][O:22][C:21]([NH:20][C@@H:19]([CH2:18][S:17][CH2:16][C@H:15]([O:14][C:1](=[O:13])[CH2:2][CH2:3][CH2:4][CH2:5][CH2:6][CH2:7][CH2:8][CH2:9][CH2:10][CH2:11][CH3:12])[CH2:41][O:42][C:43](=[O:55])[CH2:44][CH2:45][CH2:46][CH2:47][CH2:48][CH2:49][CH2:50][CH2:51][CH2:52][CH2:53][CH3:54])[C:38]([NH:57][CH2:58][CH2:59][CH2:60][C:61]([P:64](=[O:71])([O:68][CH2:69][CH3:70])[O:65][CH2:66][CH3:67])([F:62])[F:63])=[O:39])=[O:37])[C:25]3[C:30](=[CH:29][CH:28]=[CH:27][CH:26]=3)[C:31]=2[CH:32]=[CH:33][CH:34]=1. The catalyst class is: 2.